From a dataset of Full USPTO retrosynthesis dataset with 1.9M reactions from patents (1976-2016). Predict the reactants needed to synthesize the given product. (1) Given the product [Br:1][C:2]1[CH:11]=[CH:10][CH:9]=[C:8]2[C:3]=1[CH2:4][CH2:5][O:6][CH:7]2[CH2:12][N:13]1[CH2:14][CH2:15][N:16]([CH2:47][CH:42]2[C:43]3[C:38](=[C:37]([Br:36])[CH:46]=[CH:45][CH:44]=3)[CH2:39][CH2:40][O:41]2)[CH2:17][CH2:18]1, predict the reactants needed to synthesize it. The reactants are: [Br:1][C:2]1[CH:11]=[CH:10][CH:9]=[C:8]2[C:3]=1[CH2:4][CH2:5][O:6][CH:7]2[CH2:12][N:13]1[CH2:18][CH2:17][NH:16][CH2:15][CH2:14]1.CCN(C(C)C)C(C)C.CC(O)=O.[BH3-]C#N.[Na+].[Br:36][C:37]1[CH:46]=[CH:45][CH:44]=[C:43]2[C:38]=1[CH2:39][CH2:40][O:41][CH:42]2[CH:47]=O. (2) Given the product [C:18]([O:1][CH:2]([CH2:6][O:7][S:8]([C:11]1[CH:12]=[CH:13][C:14]([CH3:15])=[CH:16][CH:17]=1)(=[O:10])=[O:9])[CH2:3][C:4]#[N:5])(=[O:20])[CH3:19], predict the reactants needed to synthesize it. The reactants are: [OH:1][CH:2]([CH2:6][O:7][S:8]([C:11]1[CH:17]=[CH:16][C:14]([CH3:15])=[CH:13][CH:12]=1)(=[O:10])=[O:9])[CH2:3][C:4]#[N:5].[C:18](OC(=O)C)(=[O:20])[CH3:19].N1C=CC=CC=1.Cl. (3) Given the product [CH3:12][O:13][C:14]1[CH:19]=[CH:18][C:17]([CH2:20][N:21]2[C:8](=[O:10])[CH2:7][CH:2]([C:3]([O:5][CH3:6])=[O:4])[CH2:1]2)=[CH:16][CH:15]=1, predict the reactants needed to synthesize it. The reactants are: [CH2:1]=[C:2]([CH2:7][C:8]([O:10]C)=O)[C:3]([O:5][CH3:6])=[O:4].[CH3:12][O:13][C:14]1[CH:19]=[CH:18][C:17]([CH2:20][NH2:21])=[CH:16][CH:15]=1.